This data is from Catalyst prediction with 721,799 reactions and 888 catalyst types from USPTO. The task is: Predict which catalyst facilitates the given reaction. (1) Reactant: [CH3:1][O:2][C:3]1[CH:20]=[CH:19][C:6]2[N:7]=[C:8]([C:10]3[CH:15]=[CH:14][C:13]([N+:16]([O-])=O)=[CH:12][CH:11]=3)[S:9][C:5]=2[CH:4]=1.O.O.[Sn](Cl)Cl. Product: [CH3:1][O:2][C:3]1[CH:20]=[CH:19][C:6]2[N:7]=[C:8]([C:10]3[CH:11]=[CH:12][C:13]([NH2:16])=[CH:14][CH:15]=3)[S:9][C:5]=2[CH:4]=1. The catalyst class is: 8. (2) Reactant: [C:1]1([CH2:7][OH:8])[CH2:6][CH2:5][CH2:4][CH2:3][CH:2]=1.CS(C)=O.[H-].[Na+].S(C1C=CC(C)=CC=1)(O[CH2:19][CH:20]([CH2:25][CH3:26])[CH2:21][CH2:22][CH2:23][CH3:24])(=O)=O. Product: [CH2:25]([CH:20]([CH2:21][CH2:22][CH2:23][CH3:24])[CH2:19][O:8][CH2:7][CH:1]1[CH2:6][CH2:5][CH2:4][CH:3]=[CH:2]1)[CH3:26]. The catalyst class is: 6.